This data is from Catalyst prediction with 721,799 reactions and 888 catalyst types from USPTO. The task is: Predict which catalyst facilitates the given reaction. (1) Reactant: [CH3:1][C:2]1([CH3:34])[CH2:10][C:9]2[N:8]([C:11]3[CH:18]=[CH:17][C:14]([C:15]#[N:16])=[C:13]([NH:19][C:20]4[CH:25]=[C:24]([O:26][CH3:27])[C:23]([O:28][CH3:29])=[C:22]([O:30][CH3:31])[CH:21]=4)[CH:12]=3)[N:7]=[C:6]([CH3:32])[C:5]=2[C:4](=[O:33])[CH2:3]1.C([OH:37])C.CS(C)=O.[OH-].[Na+].OO. Product: [CH3:1][C:2]1([CH3:34])[CH2:10][C:9]2[N:8]([C:11]3[CH:18]=[CH:17][C:14]([C:15]([NH2:16])=[O:37])=[C:13]([NH:19][C:20]4[CH:25]=[C:24]([O:26][CH3:27])[C:23]([O:28][CH3:29])=[C:22]([O:30][CH3:31])[CH:21]=4)[CH:12]=3)[N:7]=[C:6]([CH3:32])[C:5]=2[C:4](=[O:33])[CH2:3]1. The catalyst class is: 6. (2) Reactant: CO[CH:3]1[CH:7]([CH:8]=[O:9])[CH2:6][CH:5](OC)O1.Cl.[CH3:13][O:14][C:15]1[CH:20]=[CH:19][C:18]([NH2:21])=[CH:17][CH:16]=1. Product: [CH3:13][O:14][C:15]1[CH:20]=[CH:19][C:18]([N:21]2[CH:5]=[CH:6][C:7]([CH:8]=[O:9])=[CH:3]2)=[CH:17][CH:16]=1. The catalyst class is: 6.